From a dataset of Full USPTO retrosynthesis dataset with 1.9M reactions from patents (1976-2016). Predict the reactants needed to synthesize the given product. (1) The reactants are: [C@@H:1]1([O:12][C:13]2[C:17]([CH2:18][C:19]3[CH:24]=[CH:23][C:22]([O:25][CH:26]([CH3:28])[CH3:27])=[CH:21][CH:20]=3)=[C:16]([CH3:29])[N:15]([CH:30]([CH3:32])[CH3:31])[N:14]=2)[O:9][C@H:8]([CH2:10][OH:11])[C@@H:6]([OH:7])[C@H:4]([OH:5])[C@H:2]1[OH:3].Cl[C:34]([O:36][CH2:37][CH3:38])=[O:35].O.C(O)(=O)CC(CC(O)=O)(C(O)=O)O.O. Given the product [CH2:37]([O:36][C:34]([O:11][CH2:10][C@H:8]1[O:9][C@@H:1]([O:12][C:13]2[C:17]([CH2:18][C:19]3[CH:24]=[CH:23][C:22]([O:25][CH:26]([CH3:27])[CH3:28])=[CH:21][CH:20]=3)=[C:16]([CH3:29])[N:15]([CH:30]([CH3:32])[CH3:31])[N:14]=2)[C@H:2]([OH:3])[C@@H:4]([OH:5])[C@@H:6]1[OH:7])=[O:35])[CH3:38], predict the reactants needed to synthesize it. (2) Given the product [CH2:1]([O:8][N:9]1[C:15](=[O:16])[N:14]2[CH2:17][C@H:10]1[CH2:11][CH2:12][C@H:13]2[CH2:18][NH:19][C:35]([O:34][C:30]([CH3:33])([CH3:32])[CH3:31])=[O:36])[C:2]1[CH:7]=[CH:6][CH:5]=[CH:4][CH:3]=1, predict the reactants needed to synthesize it. The reactants are: [CH2:1]([O:8][N:9]1[C:15](=[O:16])[N:14]2[CH2:17][C@H:10]1[CH2:11][CH2:12][C@H:13]2[CH2:18][N:19]=[N+]=[N-])[C:2]1[CH:7]=[CH:6][CH:5]=[CH:4][CH:3]=1.O.C(N(CC)CC)C.[C:30]([O:34][C:35](O[C:35]([O:34][C:30]([CH3:33])([CH3:32])[CH3:31])=[O:36])=[O:36])([CH3:33])([CH3:32])[CH3:31]. (3) Given the product [Cl:24][C:20]1[C:19]([F:25])=[C:18]([C@@H:17]2[C@:16]([C:28]3[CH:33]=[CH:32][C:31]([Cl:34])=[CH:30][C:29]=3[F:35])([C:26]#[N:27])[C@H:15]([CH2:36][C:37]([CH3:38])([CH3:40])[CH3:39])[N:14]([CH2:48][C:47]#[C:46][Si:45]([CH3:51])([CH3:50])[CH3:44])[C@H:13]2[C:11]([NH:10][C:7]2[CH:8]=[CH:9][C:4]([C:3]([OH:2])=[O:43])=[CH:5][C:6]=2[O:41][CH3:42])=[O:12])[CH:23]=[CH:22][CH:21]=1, predict the reactants needed to synthesize it. The reactants are: C[O:2][C:3](=[O:43])[C:4]1[CH:9]=[CH:8][C:7]([NH:10][C:11]([C@H:13]2[C@H:17]([C:18]3[CH:23]=[CH:22][CH:21]=[C:20]([Cl:24])[C:19]=3[F:25])[C@:16]([C:28]3[CH:33]=[CH:32][C:31]([Cl:34])=[CH:30][C:29]=3[F:35])([C:26]#[N:27])[C@H:15]([CH2:36][C:37]([CH3:40])([CH3:39])[CH3:38])[NH:14]2)=[O:12])=[C:6]([O:41][CH3:42])[CH:5]=1.[CH3:44][Si:45]([CH3:51])([CH3:50])[C:46]#[C:47][CH:48]=O.CC(O)=O.C(O[BH-](OC(=O)C)OC(=O)C)(=O)C.[Na+]. (4) Given the product [Cl:1][C:2]1[CH:7]=[CH:6][C:5]([S:8]([N:11]2[C:20]3[C:15](=[CH:16][CH:17]=[CH:18][CH:19]=3)[CH2:14][CH2:13][CH2:12]2)(=[O:9])=[O:10])=[CH:4][C:3]=1[NH:21][CH2:22][C:23]1[CH:28]=[CH:27][CH:26]=[CH:25][C:24]=1[N+:29]([O-:31])=[O:30], predict the reactants needed to synthesize it. The reactants are: [Cl:1][C:2]1[CH:7]=[CH:6][C:5]([S:8]([N:11]2[C:20]3[C:15](=[CH:16][CH:17]=[CH:18][CH:19]=3)[CH2:14][CH2:13][CH2:12]2)(=[O:10])=[O:9])=[CH:4][C:3]=1[NH:21][C:22](=O)[C:23]1[CH:28]=[CH:27][CH:26]=[CH:25][C:24]=1[N+:29]([O-:31])=[O:30].B. (5) Given the product [CH2:1]([O:3][C:4]([C:6]1[C:10]([CH2:11][Br:26])=[C:9]([C:12]2[CH:17]=[CH:16][C:15]([Cl:18])=[CH:14][CH:13]=2)[N:8]([C:19]2[CH:24]=[CH:23][CH:22]=[CH:21][C:20]=2[Cl:25])[N:7]=1)=[O:5])[CH3:2], predict the reactants needed to synthesize it. The reactants are: [CH2:1]([O:3][C:4]([C:6]1[C:10]([CH3:11])=[C:9]([C:12]2[CH:17]=[CH:16][C:15]([Cl:18])=[CH:14][CH:13]=2)[N:8]([C:19]2[CH:24]=[CH:23][CH:22]=[CH:21][C:20]=2[Cl:25])[N:7]=1)=[O:5])[CH3:2].[Br:26]N1C(=O)CCC1=O. (6) The reactants are: [CH3:1][O:2][C:3]1[CH:8]=[C:7]([CH3:9])[C:6]([S:10]([N:13]2[CH2:18][CH2:17][CH2:16][CH2:15][CH:14]2[CH2:19][OH:20])(=[O:12])=[O:11])=[C:5]([CH3:21])[CH:4]=1.[OH-].[Na+].[C:24]([O:28][C:29](=[O:32])[CH2:30]Br)([CH3:27])([CH3:26])[CH3:25]. Given the product [CH3:1][O:2][C:3]1[CH:4]=[C:5]([CH3:21])[C:6]([S:10]([N:13]2[CH2:18][CH2:17][CH2:16][CH2:15][CH:14]2[CH2:19][O:20][CH2:30][C:29]([O:28][C:24]([CH3:27])([CH3:26])[CH3:25])=[O:32])(=[O:11])=[O:12])=[C:7]([CH3:9])[CH:8]=1, predict the reactants needed to synthesize it. (7) Given the product [N:9]1[C:10]2[C:5](=[C:4]([NH:1][C:2]([N:22]3[CH2:21][CH2:20][N:19]([C:23]4[N:24]=[N:25][C:26]([C:29]5[CH:30]=[N:31][N:32]([CH3:34])[CH:33]=5)=[CH:27][CH:28]=4)[CH2:18][CH:17]3[CH:14]([CH3:16])[CH3:15])=[S:3])[CH:13]=[CH:12][CH:11]=2)[CH:6]=[CH:7][CH:8]=1, predict the reactants needed to synthesize it. The reactants are: [N:1]([C:4]1[CH:13]=[CH:12][CH:11]=[C:10]2[C:5]=1[CH:6]=[CH:7][CH:8]=[N:9]2)=[C:2]=[S:3].[CH:14]([CH:17]1[NH:22][CH2:21][CH2:20][N:19]([C:23]2[N:24]=[N:25][C:26]([C:29]3[CH:30]=[N:31][N:32]([CH3:34])[CH:33]=3)=[CH:27][CH:28]=2)[CH2:18]1)([CH3:16])[CH3:15]. (8) Given the product [CH3:27][O:26][C:23]1[CH:24]=[CH:25][C:20]([CH:18]=[O:19])=[C:21]([C:2]2[N:3]=[CH:4][N:5]([C:7]3[CH:12]=[CH:11][C:10]([O:13][C:14]([F:17])([F:16])[F:15])=[CH:9][CH:8]=3)[CH:6]=2)[CH:22]=1, predict the reactants needed to synthesize it. The reactants are: Br[C:2]1[N:3]=[CH:4][N:5]([C:7]2[CH:12]=[CH:11][C:10]([O:13][C:14]([F:17])([F:16])[F:15])=[CH:9][CH:8]=2)[CH:6]=1.[CH:18]([C:20]1[CH:25]=[CH:24][C:23]([O:26][CH3:27])=[CH:22][C:21]=1B(O)O)=[O:19].C([O-])(O)=O.[Na+].COCCOC.O.